From a dataset of Aqueous solubility values for 9,982 compounds from the AqSolDB database. Regression/Classification. Given a drug SMILES string, predict its absorption, distribution, metabolism, or excretion properties. Task type varies by dataset: regression for continuous measurements (e.g., permeability, clearance, half-life) or binary classification for categorical outcomes (e.g., BBB penetration, CYP inhibition). For this dataset (solubility_aqsoldb), we predict Y. The molecule is Clc1cc(Cl)c(-c2ccccc2Cl)cc1Cl. The Y is -7.25 log mol/L.